Task: Binary Classification. Given a drug SMILES string, predict its activity (active/inactive) in a high-throughput screening assay against a specified biological target.. Dataset: KCNQ2 potassium channel screen with 302,405 compounds (1) The molecule is s1nnc(C(=O)N(C(C(=O)NC(C)(C)C)c2c(F)cccc2)Cc2occc2)c1. The result is 0 (inactive). (2) The drug is Oc1c2c(n(CCCC)c(=O)c1C(=O)Nc1ccccc1)cccc2. The result is 0 (inactive).